The task is: Predict the reaction yield, written as a fraction of the theoretical maximum amount of product (1.0 means a 100% yield; for example, 0.34 means a 34% yield).. This data is from Reaction yield outcomes from USPTO patents with 853,638 reactions. The catalyst is C1C=CC(P(C2C=CC=CC=2)[C-]2C=CC=C2)=CC=1.C1C=CC(P(C2C=CC=CC=2)[C-]2C=CC=C2)=CC=1.Cl[Pd]Cl.[Fe+2]. The yield is 0.820. The product is [Cl:1][C:2]1[CH:7]=[C:6]([Cl:8])[CH:5]=[CH:4][C:3]=1[C:2]1[CH:3]=[CH:4][C:21]([OH:22])=[C:20]([CH:12]=[O:15])[CH:7]=1. The reactants are [Cl:1][C:2]1[CH:7]=[C:6]([Cl:8])[CH:5]=[CH:4][C:3]=1B(O)O.[C:12](=[O:15])([O-])[O-].[Na+].[Na+].CO[CH2:20][CH2:21][O:22]C.